From a dataset of Forward reaction prediction with 1.9M reactions from USPTO patents (1976-2016). Predict the product of the given reaction. (1) The product is: [CH2:19]([O:26][C:4]1[C:9]([CH3:10])=[C:8]([CH2:11][C:12]2[CH:17]=[CH:16][CH:15]=[CH:14][C:13]=2[CH3:18])[N:7]=[CH:6][N:5]=1)[C:20]1[CH:25]=[CH:24][CH:23]=[CH:22][CH:21]=1. Given the reactants [OH-].[K+].Cl[C:4]1[C:9]([CH3:10])=[C:8]([CH2:11][C:12]2[CH:17]=[CH:16][CH:15]=[CH:14][C:13]=2[CH3:18])[N:7]=[CH:6][N:5]=1.[CH2:19]([OH:26])[C:20]1[CH:25]=[CH:24][CH:23]=[CH:22][CH:21]=1.O, predict the reaction product. (2) The product is: [C:13]([O:16][C:3]12[CH2:11][CH:7]3[CH2:6][CH:5]([CH2:10][CH:9]([CH2:8]3)[CH:2]1[CH3:1])[CH2:4]2)(=[O:20])[CH:14]=[CH2:15]. Given the reactants [CH3:1][C:2]1(O)[CH:9]2[CH2:10][CH:5]3[CH2:6][CH:7]([CH2:11][CH:3]1[CH2:4]3)[CH2:8]2.[C:13](Cl)(=[O:16])[CH:14]=[CH2:15].C([O:20]CC)C, predict the reaction product. (3) Given the reactants Br[CH2:2][CH2:3][O:4][C:5]1[CH:6]=[CH:7][C:8]([N:11]2[CH:15]=[CH:14][C:13]([C@H:16]([C:18]3[CH:27]=[CH:26][C:21]4[NH:22][C:23](=[O:25])[S:24][C:20]=4[CH:19]=3)[CH3:17])=[N:12]2)=[N:9][CH:10]=1.C(=O)([O-])[O-].[K+].[K+].[NH:34]1[CH2:39][CH2:38][O:37][CH2:36][CH2:35]1.CCOC(C)=O.[Cl-:46].[Na+].O, predict the reaction product. The product is: [ClH:46].[O:37]1[CH2:38][CH2:39][N:34]([CH2:2][CH2:3][O:4][C:5]2[CH:6]=[CH:7][C:8]([N:11]3[CH:15]=[CH:14][C:13]([C@H:16]([C:18]4[CH:27]=[CH:26][C:21]5[NH:22][C:23](=[O:25])[S:24][C:20]=5[CH:19]=4)[CH3:17])=[N:12]3)=[N:9][CH:10]=2)[CH2:35][CH2:36]1. (4) Given the reactants O[C:2]1[CH:7]=[CH:6][N:5]2[C:8]([CH2:11][C:12]([F:15])([F:14])[F:13])=[CH:9][N:10]=[C:4]2[C:3]=1[C:16]#[N:17].O(Cl)[Cl:19].[P+5], predict the reaction product. The product is: [Cl:19][C:2]1[CH:7]=[CH:6][N:5]2[C:8]([CH2:11][C:12]([F:15])([F:14])[F:13])=[CH:9][N:10]=[C:4]2[C:3]=1[C:16]#[N:17]. (5) Given the reactants [Cl:1][C:2]1[C:3]([CH3:10])=[CH:4][C:5]([NH2:9])=[C:6]([NH2:8])[CH:7]=1.[OH-].[NH4+].[CH:13](O)=O, predict the reaction product. The product is: [Cl:1][C:2]1[C:3]([CH3:10])=[CH:4][C:5]2[N:9]=[CH:13][NH:8][C:6]=2[CH:7]=1. (6) Given the reactants N1C=CC=CC=1.Cl.CN(C)CCCN=C=NCC.[NH2:19][C:20]1[C:21]([OH:30])=[C:22]([CH:27]=[CH:28][CH:29]=1)[C:23]([O:25][CH3:26])=[O:24].[N:31]1([C:37]2[N:38]=[C:39]([CH2:44][C:45]([O-])=[O:46])[NH:40][C:41](=[O:43])[CH:42]=2)[CH2:36][CH2:35][O:34][CH2:33][CH2:32]1.[Na+], predict the reaction product. The product is: [OH:30][C:21]1[C:20]([NH:19][C:45](=[O:46])[CH2:44][C:39]2[NH:40][C:41](=[O:43])[CH:42]=[C:37]([N:31]3[CH2:36][CH2:35][O:34][CH2:33][CH2:32]3)[N:38]=2)=[CH:29][CH:28]=[CH:27][C:22]=1[C:23]([O:25][CH3:26])=[O:24]. (7) Given the reactants Cl[C:2]1[N:7]=[CH:6][C:5]2[C:8]([C:30]3[CH:31]=[N:32][N:33]([CH3:35])[CH:34]=3)=[N:9][N:10]([C:11]([C:24]3[CH:29]=[CH:28][CH:27]=[CH:26][CH:25]=3)([C:18]3[CH:23]=[CH:22][CH:21]=[CH:20][CH:19]=3)[C:12]3[CH:17]=[CH:16][CH:15]=[CH:14][CH:13]=3)[C:4]=2[CH:3]=1.[CH3:36][O:37][CH2:38][C@@H:39]([NH:46][C:47]([NH2:49])=[O:48])[C:40]1[CH:45]=[CH:44][CH:43]=[CH:42][CH:41]=1.C(=O)([O-])[O-].[Cs+].[Cs+].N#N, predict the reaction product. The product is: [CH3:36][O:37][CH2:38][C@@H:39]([NH:46][C:47]([NH:49][C:2]1[N:7]=[CH:6][C:5]2[C:8]([C:30]3[CH:31]=[N:32][N:33]([CH3:35])[CH:34]=3)=[N:9][N:10]([C:11]([C:24]3[CH:29]=[CH:28][CH:27]=[CH:26][CH:25]=3)([C:18]3[CH:23]=[CH:22][CH:21]=[CH:20][CH:19]=3)[C:12]3[CH:17]=[CH:16][CH:15]=[CH:14][CH:13]=3)[C:4]=2[CH:3]=1)=[O:48])[C:40]1[CH:45]=[CH:44][CH:43]=[CH:42][CH:41]=1. (8) Given the reactants [Cl:1][C:2]1[CH:3]=[CH:4][C:5]2[N:11]3[CH:12]=[CH:13][CH:14]=[C:10]3[C@@H:9]([CH2:15][CH:16]([OH:33])[CH2:17][C:18]([N:20]3[CH2:25][CH2:24]N(C(=O)C(OCC)=O)[CH2:22][CH2:21]3)=[O:19])[O:8][C@H:7]([C:34]3[CH:39]=[CH:38][CH:37]=[C:36]([O:40][CH3:41])[C:35]=3[O:42][CH3:43])[C:6]=2[CH:44]=1.ClC1C=CC2N3C=CC=C3[C@@H](CC(O)CC(O)=O)O[C@H](C3C=CC=C(OC)C=3OC)C=2C=1.N1CC[CH:80]([CH2:83][C:84]([O:86][CH2:87][CH3:88])=[O:85])CC1, predict the reaction product. The product is: [Cl:1][C:2]1[CH:3]=[CH:4][C:5]2[N:11]3[CH:12]=[CH:13][CH:14]=[C:10]3[C@@H:9]([CH2:15][CH:16]([OH:33])[CH2:17][C:18]([N:20]3[CH2:25][CH2:24][CH:80]([CH2:83][C:84]([O:86][CH2:87][CH3:88])=[O:85])[CH2:22][CH2:21]3)=[O:19])[O:8][C@H:7]([C:34]3[CH:39]=[CH:38][CH:37]=[C:36]([O:40][CH3:41])[C:35]=3[O:42][CH3:43])[C:6]=2[CH:44]=1.